This data is from Catalyst prediction with 721,799 reactions and 888 catalyst types from USPTO. The task is: Predict which catalyst facilitates the given reaction. (1) Reactant: [NH2:1][C:2]1[CH:3]=[C:4]2[C:17](=[CH:18][CH:19]=1)[CH2:16][C@@:6]1([C:14]3[C:9](=[N:10][CH:11]=[CH:12][CH:13]=3)[NH:8][C:7]1=[O:15])[CH2:5]2.Cl[C:21]1[N:26]=[CH:25][N:24]=[C:23]([C:27]([N:29]2[C:37]3[C:32](=[CH:33][C:34]([F:38])=[CH:35][CH:36]=3)[CH2:31][CH2:30]2)=[O:28])[CH:22]=1.Cl.CC(O)C. Product: [F:38][C:34]1[CH:33]=[C:32]2[C:37](=[CH:36][CH:35]=1)[N:29]([C:27]([C:23]1[N:24]=[CH:25][N:26]=[C:21]([NH:1][C:2]3[CH:3]=[C:4]4[C:17](=[CH:18][CH:19]=3)[CH2:16][C@@:6]3([C:14]5[C:9](=[N:10][CH:11]=[CH:12][CH:13]=5)[NH:8][C:7]3=[O:15])[CH2:5]4)[CH:22]=1)=[O:28])[CH2:30][CH2:31]2. The catalyst class is: 3. (2) Reactant: Cl.[NH2:2][C:3]1[CH:4]=[C:5]([CH:9]2[CH2:14][CH2:13][NH:12][CH2:11][CH2:10]2)[CH:6]=[CH:7][CH:8]=1.C(N(CC)CC)C.[Cl:22][C:23]1[CH:31]=[CH:30][CH:29]=[C:28]([Cl:32])[C:24]=1[C:25](Cl)=[O:26]. Product: [NH2:2][C:3]1[CH:4]=[C:5]([CH:9]2[CH2:14][CH2:13][N:12]([C:25]([C:24]3[C:23]([Cl:22])=[CH:31][CH:30]=[CH:29][C:28]=3[Cl:32])=[O:26])[CH2:11][CH2:10]2)[CH:6]=[CH:7][CH:8]=1. The catalyst class is: 4.